Task: Binary Classification. Given a T-cell receptor sequence (or CDR3 region) and an epitope sequence, predict whether binding occurs between them.. Dataset: TCR-epitope binding with 47,182 pairs between 192 epitopes and 23,139 TCRs (1) The TCR CDR3 sequence is CASSDTGPYPYNEQFF. The epitope is SEETGTLIV. Result: 0 (the TCR does not bind to the epitope). (2) The epitope is FLPRVFSAV. The TCR CDR3 sequence is CASSPSVAKNIQYF. Result: 1 (the TCR binds to the epitope). (3) The epitope is KAFSPEVIPMF. The TCR CDR3 sequence is CASSPLAKAQSGEQFF. Result: 0 (the TCR does not bind to the epitope). (4) The epitope is AMFWSVPTV. The TCR CDR3 sequence is CASRWDYTDTQYF. Result: 0 (the TCR does not bind to the epitope). (5) The epitope is KMQRMLLEK. The TCR CDR3 sequence is CATSGGLSTEAFF. Result: 0 (the TCR does not bind to the epitope). (6) The epitope is KAFSPEVIPMF. The TCR CDR3 sequence is CSASSGQGSGNTIYF. Result: 1 (the TCR binds to the epitope). (7) The epitope is ITEEVGHTDLMAAY. The TCR CDR3 sequence is CASSQAAGQATYSGANVLTF. Result: 0 (the TCR does not bind to the epitope). (8) The epitope is CLGGLLTMV. The TCR CDR3 sequence is CASSFGTAEQYF. Result: 0 (the TCR does not bind to the epitope). (9) The epitope is RLFRKSNLK. The TCR CDR3 sequence is CASSLTGENGELFF. Result: 1 (the TCR binds to the epitope).